Task: Regression/Classification. Given a drug SMILES string, predict its absorption, distribution, metabolism, or excretion properties. Task type varies by dataset: regression for continuous measurements (e.g., permeability, clearance, half-life) or binary classification for categorical outcomes (e.g., BBB penetration, CYP inhibition). Dataset: cyp1a2_veith.. Dataset: CYP1A2 inhibition data for predicting drug metabolism from PubChem BioAssay The molecule is c1nc(NC2CCNCC2)c2cc(-c3ccoc3)ccc2n1. The result is 1 (inhibitor).